Task: Regression. Given two drug SMILES strings and cell line genomic features, predict the synergy score measuring deviation from expected non-interaction effect.. Dataset: NCI-60 drug combinations with 297,098 pairs across 59 cell lines Drug 1: C1=NC2=C(N1)C(=S)N=C(N2)N. Drug 2: COC1=C2C(=CC3=C1OC=C3)C=CC(=O)O2. Cell line: NCI-H322M. Synergy scores: CSS=19.5, Synergy_ZIP=-7.50, Synergy_Bliss=-7.44, Synergy_Loewe=-16.7, Synergy_HSA=-6.69.